From a dataset of Forward reaction prediction with 1.9M reactions from USPTO patents (1976-2016). Predict the product of the given reaction. (1) Given the reactants [C:1]1([CH:7]2[CH2:12][CH:11]([C:13]([O:15][CH3:16])=[O:14])[CH2:10][CH2:9][NH:8]2)[CH:6]=[CH:5][CH:4]=[CH:3][CH:2]=1.CCN(C(C)C)C(C)C.[C:26](Cl)(=[O:29])[O:27][CH3:28], predict the reaction product. The product is: [C:1]1([CH:7]2[CH2:12][CH:11]([C:13]([O:15][CH3:16])=[O:14])[CH2:10][CH2:9][N:8]2[C:26]([O:27][CH3:28])=[O:29])[CH:2]=[CH:3][CH:4]=[CH:5][CH:6]=1. (2) Given the reactants [OH-].[K+].[OH:3][C:4]1[CH:40]=[CH:39][C:7]2[CH2:8][CH2:9][CH2:10][CH:11]([N:13]([C:32]([O:34][C:35]([CH3:38])([CH3:37])[CH3:36])=[O:33])[CH2:14][C@H:15]([O:24][Si:25]([CH2:30][CH3:31])([CH2:28][CH3:29])[CH2:26][CH3:27])[CH2:16][O:17][C:18]3[CH:23]=[CH:22][CH:21]=[CH:20][CH:19]=3)[CH2:12][C:6]=2[CH:5]=1.[CH:41](Br)([CH3:43])[CH3:42].C(=O)([O-])O.[Na+], predict the reaction product. The product is: [CH:41]([O:3][C:4]1[CH:40]=[CH:39][C:7]2[CH2:8][CH2:9][CH2:10][CH:11]([N:13]([C:32]([O:34][C:35]([CH3:37])([CH3:36])[CH3:38])=[O:33])[CH2:14][C@H:15]([O:24][Si:25]([CH2:28][CH3:29])([CH2:26][CH3:27])[CH2:30][CH3:31])[CH2:16][O:17][C:18]3[CH:19]=[CH:20][CH:21]=[CH:22][CH:23]=3)[CH2:12][C:6]=2[CH:5]=1)([CH3:43])[CH3:42]. (3) Given the reactants [F:1][C:2]1[CH:7]=[CH:6][C:5]([CH2:8][CH:9]([CH:15]([OH:26])[C:16]2[CH:21]=[CH:20][C:19]([C:22]([F:25])([F:24])[F:23])=[CH:18][CH:17]=2)[C:10]([O:12]CC)=[O:11])=[CH:4][CH:3]=1.[OH-].[Na+].Cl, predict the reaction product. The product is: [F:1][C:2]1[CH:3]=[CH:4][C:5]([CH2:8][CH:9]([CH:15]([OH:26])[C:16]2[CH:21]=[CH:20][C:19]([C:22]([F:24])([F:25])[F:23])=[CH:18][CH:17]=2)[C:10]([OH:12])=[O:11])=[CH:6][CH:7]=1. (4) Given the reactants [CH2:1]([N:3]1[C:7]2[N:8]=[CH:9][C:10]([C:19]3[CH2:23][C:22]4([CH2:27][CH2:26][CH2:25][CH2:24]4)[O:21][N:20]=3)=[C:11]([NH:12][CH:13]3[CH2:18][CH2:17][NH:16][CH2:15][CH2:14]3)[C:6]=2[CH:5]=[N:4]1)[CH3:2].C(=O)([O-])[O-].[K+].[K+].[CH:34]1(Br)[CH2:38][CH2:37][CH2:36][CH2:35]1, predict the reaction product. The product is: [CH:34]1([N:16]2[CH2:15][CH2:14][CH:13]([NH:12][C:11]3[C:6]4[CH:5]=[N:4][N:3]([CH2:1][CH3:2])[C:7]=4[N:8]=[CH:9][C:10]=3[C:19]3[CH2:23][C:22]4([CH2:27][CH2:26][CH2:25][CH2:24]4)[O:21][N:20]=3)[CH2:18][CH2:17]2)[CH2:38][CH2:37][CH2:36][CH2:35]1. (5) The product is: [NH2:1][C@@H:2]1[CH2:7][CH2:6][CH2:5][N:4]([C:8]2[N:13]([CH2:14][C:15]3[CH:22]=[CH:21][CH:20]=[CH:19][C:16]=3[C:17]#[N:18])[C:12](=[O:23])[N:11]([CH3:24])[C:10](=[O:25])[C:9]=2[Cl:28])[CH2:3]1. Given the reactants [NH2:1][C@@H:2]1[CH2:7][CH2:6][CH2:5][N:4]([C:8]2[N:13]([CH2:14][C:15]3[CH:22]=[CH:21][CH:20]=[CH:19][C:16]=3[C:17]#[N:18])[C:12](=[O:23])[N:11]([CH3:24])[C:10](=[O:25])[CH:9]=2)[CH2:3]1.O=S(Cl)[Cl:28], predict the reaction product. (6) The product is: [NH2:16][C:17]1[N:22]=[C:21]([N:11]2[C@@H:10]([CH3:15])[CH2:9][N:8]([CH2:1][C:2]3[CH:3]=[CH:4][CH:5]=[CH:6][CH:7]=3)[CH2:13][C@@H:12]2[CH3:14])[C:20]([CH:24]=[O:25])=[C:19]([Cl:26])[N:18]=1. Given the reactants [CH2:1]([N:8]1[CH2:13][C@H:12]([CH3:14])[NH:11][C@@H:10]([CH3:15])[CH2:9]1)[C:2]1[CH:7]=[CH:6][CH:5]=[CH:4][CH:3]=1.[NH2:16][C:17]1[N:22]=[C:21](Cl)[C:20]([CH:24]=[O:25])=[C:19]([Cl:26])[N:18]=1.CCN(C(C)C)C(C)C, predict the reaction product. (7) Given the reactants I[C:2]1[N:6]2[N:7]=[C:8]([C:15]3[CH:20]=[CH:19][C:18]([C:21]([F:24])([F:23])[F:22])=[CH:17][CH:16]=3)[CH:9]=[C:10]([C:11]([F:14])([F:13])[F:12])[C:5]2=[N:4][CH:3]=1.[C:25]([C:27]1[S:31][C:30]([S:32]([NH2:35])(=[O:34])=[O:33])=[CH:29][CH:28]=1)#[CH:26], predict the reaction product. The product is: [F:12][C:11]([F:14])([F:13])[C:10]1[C:5]2[N:6]([C:2]([C:26]#[C:25][C:27]3[S:31][C:30]([S:32]([NH2:35])(=[O:34])=[O:33])=[CH:29][CH:28]=3)=[CH:3][N:4]=2)[N:7]=[C:8]([C:15]2[CH:20]=[CH:19][C:18]([C:21]([F:24])([F:23])[F:22])=[CH:17][CH:16]=2)[CH:9]=1. (8) Given the reactants [C:1]([Cu])#[N:2].Br[C:5]1[CH:10]=[CH:9][C:8]([C@@H:11]([NH:13][C:14]2[S:15][C:16]([CH3:24])([C:20]([F:23])([F:22])[F:21])[C:17](=[O:19])[N:18]=2)[CH3:12])=[CH:7][CH:6]=1, predict the reaction product. The product is: [CH3:24][C:16]1([C:20]([F:23])([F:22])[F:21])[S:15][C:14]([NH:13][C@H:11]([C:8]2[CH:9]=[CH:10][C:5]([C:1]#[N:2])=[CH:6][CH:7]=2)[CH3:12])=[N:18][C:17]1=[O:19]. (9) Given the reactants Cl[C:2]1[N:7]=[CH:6][N:5]=[C:4]2[NH:8][N:9]=[CH:10][C:3]=12.[NH2:11][C:12]1[CH:13]=[C:14]([CH:28]=[CH:29][C:30]=1[Cl:31])[C:15]([NH:17][C:18]1[CH:23]=[CH:22][CH:21]=[C:20]([C:24]([F:27])([F:26])[F:25])[CH:19]=1)=[O:16], predict the reaction product. The product is: [Cl:31][C:30]1[CH:29]=[CH:28][C:14]([C:15]([NH:17][C:18]2[CH:23]=[CH:22][CH:21]=[C:20]([C:24]([F:26])([F:27])[F:25])[CH:19]=2)=[O:16])=[CH:13][C:12]=1[NH:11][C:2]1[N:7]=[CH:6][N:5]=[C:4]2[NH:8][N:9]=[CH:10][C:3]=12.